This data is from Forward reaction prediction with 1.9M reactions from USPTO patents (1976-2016). The task is: Predict the product of the given reaction. (1) Given the reactants C(OC([N:11]1[CH:17]2[CH:15]([CH:16]2[C:18]([O:20][CH2:21][CH3:22])=[O:19])[N:14]([CH2:23][C:24]2[CH:29]=[CH:28][C:27]([F:30])=[CH:26][CH:25]=2)[C:13](=[O:31])[CH2:12]1)=O)C1C=CC=CC=1, predict the reaction product. The product is: [F:30][C:27]1[CH:26]=[CH:25][C:24]([CH2:23][N:14]2[C:13](=[O:31])[CH2:12][NH:11][CH2:17][CH:15]2[CH2:16][C:18]([O:20][CH2:21][CH3:22])=[O:19])=[CH:29][CH:28]=1. (2) Given the reactants [CH2:1]([N:8]1[CH:16]=[C:15]2[C:10]([CH:11]=[C:12]([C:17]3[CH:18]=[C:19]([CH:27]4[CH2:31][CH2:30][NH:29][CH2:28]4)[N:20]4[C:25]=3[C:24]([NH2:26])=[N:23][CH:22]=[N:21]4)[CH:13]=[CH:14]2)=[N:9]1)[C:2]1[CH:7]=[CH:6][CH:5]=[CH:4][CH:3]=1.[C:32]([O:36][C:37]([N:39]1[CH2:42][CH:41]([C:43](O)=[O:44])[CH2:40]1)=[O:38])([CH3:35])([CH3:34])[CH3:33].C(N(CC)CC)C, predict the reaction product. The product is: [NH2:26][C:24]1[C:25]2=[C:17]([C:12]3[CH:13]=[CH:14][C:15]4[C:10]([CH:11]=3)=[N:9][N:8]([CH2:1][C:2]3[CH:3]=[CH:4][CH:5]=[CH:6][CH:7]=3)[CH:16]=4)[CH:18]=[C:19]([CH:27]3[CH2:31][CH2:30][N:29]([C:43]([CH:41]4[CH2:42][N:39]([C:37]([O:36][C:32]([CH3:35])([CH3:34])[CH3:33])=[O:38])[CH2:40]4)=[O:44])[CH2:28]3)[N:20]2[N:21]=[CH:22][N:23]=1.